Predict the reaction yield, written as a fraction of the theoretical maximum amount of product (1.0 means a 100% yield; for example, 0.34 means a 34% yield). From a dataset of Reaction yield outcomes from USPTO patents with 853,638 reactions. (1) The reactants are [CH3:1][O:2][C:3](=[O:30])[CH:4]([C:9]1[C:14]([CH3:15])=[CH:13][C:12]([NH2:16])=[C:11]([CH:17]2[CH2:19][CH2:18]2)[C:10]=1[C:20]1[CH:21]=[C:22]2[C:27](=[CH:28][CH:29]=1)[O:26][CH2:25][CH2:24][CH2:23]2)[O:5][CH:6]1[CH2:8][CH2:7]1.N1C=CC=CC=1.[C:37](OC(=O)C)(=[O:39])[CH3:38].[Cl-].[NH4+]. The catalyst is ClCCl.C(OCC)(=O)C. The product is [CH3:1][O:2][C:3](=[O:30])[CH:4]([C:9]1[C:14]([CH3:15])=[CH:13][C:12]([NH:16][C:37](=[O:39])[CH3:38])=[C:11]([CH:17]2[CH2:19][CH2:18]2)[C:10]=1[C:20]1[CH:21]=[C:22]2[C:27](=[CH:28][CH:29]=1)[O:26][CH2:25][CH2:24][CH2:23]2)[O:5][CH:6]1[CH2:8][CH2:7]1. The yield is 0.650. (2) The reactants are C(Cl)C[Cl:3].[NH2:5][C:6]1[N:11]=[CH:10][C:9](/[CH:12]=[CH:13]/[C:14]([OH:16])=O)=[CH:8][CH:7]=1.[CH:17]([O:20][C:21]1[C:29]([O:30][CH3:31])=[CH:28][CH:27]=[CH:26][C:22]=1[CH2:23]CN)([CH3:19])[CH3:18].C1C=CC2N(O)N=[N:38][C:36]=2C=1.CCN(C(C)C)C(C)C.Cl. The catalyst is CN(C=O)C.O.C(Cl)Cl. The product is [ClH:3].[NH2:5][C:6]1[N:11]=[CH:10][C:9](/[CH:12]=[CH:13]/[C:14]([N:38]([CH2:23][C:22]2[CH:26]=[CH:27][CH:28]=[C:29]([O:30][CH3:31])[C:21]=2[O:20][CH:17]([CH3:18])[CH3:19])[CH3:36])=[O:16])=[CH:8][CH:7]=1. The yield is 0.460. (3) The reactants are [F:1][C:2]1[C:7]([NH:8][CH2:9][C:10]2[CH:15]=[C:14]([O:16][CH3:17])[CH:13]=[C:12]([C:18]3[CH:23]=[CH:22][CH:21]=[C:20]([F:24])[CH:19]=3)[CH:11]=2)=[C:6]([F:25])[CH:5]=[CH:4][C:3]=1[OH:26].C([O-])([O-])=O.[Cs+].[Cs+].Br[CH2:34][C:35]([O:37][CH:38]([CH3:40])[CH3:39])=[O:36].O. The catalyst is CN(C=O)C. The product is [F:1][C:2]1[C:7]([NH:8][CH2:9][C:10]2[CH:15]=[C:14]([O:16][CH3:17])[CH:13]=[C:12]([C:18]3[CH:23]=[CH:22][CH:21]=[C:20]([F:24])[CH:19]=3)[CH:11]=2)=[C:6]([F:25])[CH:5]=[CH:4][C:3]=1[O:26][CH2:34][C:35]([O:37][CH:38]([CH3:40])[CH3:39])=[O:36]. The yield is 0.620.